Dataset: Forward reaction prediction with 1.9M reactions from USPTO patents (1976-2016). Task: Predict the product of the given reaction. Given the reactants C([O:8][NH:9][C:10]([C@H:12]1[CH2:19][C:16]2([CH2:18][CH2:17]2)[CH2:15][N:14]([C:20]([O:22][CH:23]2[CH2:28][CH2:27][O:26][CH2:25][CH2:24]2)=[O:21])[C@@H:13]1[C:29]([N:31]1[CH2:36][CH2:35][N:34]([C:37]2[CH:42]=[CH:41][CH:40]=[CH:39][CH:38]=2)[CH2:33][CH2:32]1)=[O:30])=[O:11])C1C=CC=CC=1, predict the reaction product. The product is: [OH:8][NH:9][C:10]([C@H:12]1[CH2:19][C:16]2([CH2:17][CH2:18]2)[CH2:15][N:14]([C:20]([O:22][CH:23]2[CH2:28][CH2:27][O:26][CH2:25][CH2:24]2)=[O:21])[C@@H:13]1[C:29]([N:31]1[CH2:32][CH2:33][N:34]([C:37]2[CH:42]=[CH:41][CH:40]=[CH:39][CH:38]=2)[CH2:35][CH2:36]1)=[O:30])=[O:11].